From a dataset of TCR-epitope binding with 47,182 pairs between 192 epitopes and 23,139 TCRs. Binary Classification. Given a T-cell receptor sequence (or CDR3 region) and an epitope sequence, predict whether binding occurs between them. The epitope is IPRRNVATL. The TCR CDR3 sequence is CASSLTGLGTEAFF. Result: 0 (the TCR does not bind to the epitope).